Dataset: Forward reaction prediction with 1.9M reactions from USPTO patents (1976-2016). Task: Predict the product of the given reaction. (1) The product is: [C:1]1([C:29]2[CH:34]=[CH:33][CH:32]=[CH:31][CH:30]=2)[CH:6]=[CH:5][C:4]([C:7]2[C:27]([Cl:28])=[CH:26][C:10]3[N:11]([CH2:18][O:19][CH2:20][CH2:21][Si:22]([CH3:25])([CH3:24])[CH3:23])[C:12]([O:35][CH:36]4[CH2:40][CH2:39][CH:38]([C:41]([O:43][CH2:44][CH3:45])=[O:42])[CH2:37]4)=[N:13][C:9]=3[CH:8]=2)=[CH:3][CH:2]=1. Given the reactants [C:1]1([C:29]2[CH:34]=[CH:33][CH:32]=[CH:31][CH:30]=2)[CH:6]=[CH:5][C:4]([C:7]2[C:27]([Cl:28])=[CH:26][C:10]3[N:11]([CH2:18][O:19][CH2:20][CH2:21][Si:22]([CH3:25])([CH3:24])[CH3:23])[C:12](S(C)(=O)=O)=[N:13][C:9]=3[CH:8]=2)=[CH:3][CH:2]=1.[OH:35][CH:36]1[CH2:40][CH2:39][CH:38]([C:41]([O:43][CH2:44][CH3:45])=[O:42])[CH2:37]1, predict the reaction product. (2) Given the reactants Cl.[CH3:2][C:3]1[NH:7][C:6]2[CH:8]=[CH:9][C:10]([C:12]3[CH:13]=[CH:14][C:15]4[O:21][CH2:20][CH2:19][NH:18][CH2:17][C:16]=4[CH:22]=3)=[CH:11][C:5]=2[N:4]=1.Cl[C:24]1[C:29]([CH:30]([CH3:32])[CH3:31])=[C:28]([CH3:33])[N:27]=[C:26]([S:34][CH3:35])[N:25]=1.C(N(C(C)C)CC)(C)C.[Cl-].[Li+], predict the reaction product. The product is: [CH3:2][C:3]1[NH:7][C:6]2[CH:8]=[CH:9][C:10]([C:12]3[CH:13]=[CH:14][C:15]4[O:21][CH2:20][CH2:19][N:18]([C:24]5[C:29]([CH:30]([CH3:32])[CH3:31])=[C:28]([CH3:33])[N:27]=[C:26]([S:34][CH3:35])[N:25]=5)[CH2:17][C:16]=4[CH:22]=3)=[CH:11][C:5]=2[N:4]=1. (3) Given the reactants [NH2:1][C:2]([C:12]1[CH:17]=[C:16]([Br:18])[CH:15]=[CH:14][C:13]=1[F:19])([CH3:11])[CH2:3][C:4]1([OH:10])[CH2:9][CH2:8][O:7][CH2:6][CH2:5]1.Br[C:21]#[N:22], predict the reaction product. The product is: [Br:18][C:16]1[CH:15]=[CH:14][C:13]([F:19])=[C:12]([C:2]2([CH3:11])[CH2:3][C:4]3([CH2:5][CH2:6][O:7][CH2:8][CH2:9]3)[O:10][C:21]([NH2:22])=[N:1]2)[CH:17]=1. (4) Given the reactants [OH-].[Na+].[N:3]1[N:7]2[CH:8]=[CH:9][CH:10]=[N:11][C:6]2=[C:5]([C:12]2[CH:22]=[C:21]([NH:23][CH:24]3[CH2:29][CH2:28][O:27][CH2:26][CH2:25]3)[C:15]([C:16]([O:18]CC)=[O:17])=[CH:14][N:13]=2)[CH:4]=1, predict the reaction product. The product is: [N:3]1[N:7]2[CH:8]=[CH:9][CH:10]=[N:11][C:6]2=[C:5]([C:12]2[CH:22]=[C:21]([NH:23][CH:24]3[CH2:25][CH2:26][O:27][CH2:28][CH2:29]3)[C:15]([C:16]([OH:18])=[O:17])=[CH:14][N:13]=2)[CH:4]=1.